Dataset: CYP3A4 inhibition data for predicting drug metabolism from PubChem BioAssay. Task: Regression/Classification. Given a drug SMILES string, predict its absorption, distribution, metabolism, or excretion properties. Task type varies by dataset: regression for continuous measurements (e.g., permeability, clearance, half-life) or binary classification for categorical outcomes (e.g., BBB penetration, CYP inhibition). Dataset: cyp3a4_veith. (1) The molecule is CN1CCN(NC(=O)c2ccccc2F)CC1. The result is 0 (non-inhibitor). (2) The drug is O=c1c(CCc2ccccc2)nc2cncnc2n1Cc1ccc(F)cc1. The result is 1 (inhibitor). (3) The drug is CCOc1ccc2ccccc2c1C(=O)N[C@@H]1C(=O)N2[C@@H](C(=O)[O-])C(C)(C)S[C@H]12.O.[Na+]. The result is 0 (non-inhibitor).